This data is from Forward reaction prediction with 1.9M reactions from USPTO patents (1976-2016). The task is: Predict the product of the given reaction. (1) Given the reactants [CH2:1]([O:8][C:9]1[CH:10]=[C:11]2[C:15](=[CH:16][CH:17]=1)[C:14](=[O:18])[CH2:13][CH2:12]2)[C:2]1[CH:7]=[CH:6][CH:5]=[CH:4][CH:3]=1.[H-].[Na+].[CH2:21]1[CH2:25][O:24][CH2:23][CH2:22]1, predict the reaction product. The product is: [CH2:1]([O:8][C:9]1[CH:10]=[C:11]2[C:15](=[CH:16][CH:17]=1)[C:14](=[O:18])[CH:13]([C:14]([C:15]1[CH:11]=[CH:12][C:22]3[C:17](=[CH:9][CH:10]=[C:25]([O:24][CH3:23])[CH:21]=3)[CH:16]=1)=[O:18])[CH2:12]2)[C:2]1[CH:3]=[CH:4][CH:5]=[CH:6][CH:7]=1. (2) Given the reactants [C:1]1([CH3:10])[CH:6]=[CH:5][C:4]([C:7]([NH2:9])=[O:8])=[CH:3][CH:2]=1.N1C=CC=CC=1.[S:17](Cl)(Cl)=[O:18], predict the reaction product. The product is: [S:17](=[N:9][C:7]([C:4]1[CH:5]=[CH:6][C:1]([CH3:10])=[CH:2][CH:3]=1)=[O:8])=[O:18].